This data is from Reaction yield outcomes from USPTO patents with 853,638 reactions. The task is: Predict the reaction yield, written as a fraction of the theoretical maximum amount of product (1.0 means a 100% yield; for example, 0.34 means a 34% yield). (1) The reactants are [NH2:1][C:2]1[CH:7]=[CH:6][C:5]([NH:8][C:9](=[O:11])[CH3:10])=[CH:4][CH:3]=1.P(=O)(O)(O)O.[N+]([O-])(O)=O.[N:21]([O-])=O.[Na+].[CH3:25][C:26](=[O:31])[CH2:27][C:28](=[O:30])[CH3:29].C([O-])(=O)C.[K+].C([O-])([O-])=O.[Na+].[Na+]. The catalyst is C(O)C. The product is [C:28]([C:27](=[N:21][NH:1][C:2]1[CH:3]=[CH:4][C:5]([NH:8][C:9](=[O:11])[CH3:10])=[CH:6][CH:7]=1)[C:26](=[O:31])[CH3:25])(=[O:30])[CH3:29]. The yield is 0.800. (2) The reactants are [C:1]([O:5][C:6]1[CH:11]=[CH:10][C:9](B(O)O)=[CH:8][CH:7]=1)([CH3:4])([CH3:3])[CH3:2].Br[C:16]1[C:17](=[O:47])[N:18]([CH2:27][C:28]2[CH:33]=[CH:32][C:31]([C:34]3[CH:39]=[CH:38][CH:37]=[CH:36][C:35]=3[C:40]3[NH:44][C:43](=[O:45])[O:42][N:41]=3)=[CH:30][C:29]=2[F:46])[C:19]([CH2:24][CH2:25][CH3:26])=[N:20][C:21]=1[CH2:22][CH3:23]. The catalyst is O1CCOCC1.C(=O)([O-])[O-].[Cs+].[Cs+].C([O-])(=O)C.C1C=CC(P(C2C=CC=CC=2)[C-]2C=CC=C2)=CC=1.C1C=CC(P(C2C=CC=CC=2)[C-]2C=CC=C2)=CC=1.Cl[Pd]Cl.[Fe+2]. The product is [C:1]([O:5][C:6]1[CH:11]=[CH:10][C:9]([C:16]2[C:17](=[O:47])[N:18]([CH2:27][C:28]3[CH:33]=[CH:32][C:31]([C:34]4[CH:39]=[CH:38][CH:37]=[CH:36][C:35]=4[C:40]4[NH:44][C:43](=[O:45])[O:42][N:41]=4)=[CH:30][C:29]=3[F:46])[C:19]([CH2:24][CH2:25][CH3:26])=[N:20][C:21]=2[CH2:22][CH3:23])=[CH:8][CH:7]=1)([CH3:4])([CH3:3])[CH3:2]. The yield is 0.640.